From a dataset of Full USPTO retrosynthesis dataset with 1.9M reactions from patents (1976-2016). Predict the reactants needed to synthesize the given product. Given the product [F:21][C:22]1[CH:23]=[CH:24][C:25]([O:28][CH2:2][C:3]2[CH:4]=[C:5]([C:9]3[CH:10]=[C:11]4[C:16](=[CH:17][CH:18]=3)[N:15]([CH3:19])[C:14](=[O:20])[CH2:13][CH2:12]4)[CH:6]=[N:7][CH:8]=2)=[N:26][CH:27]=1, predict the reactants needed to synthesize it. The reactants are: Cl[CH2:2][C:3]1[CH:4]=[C:5]([C:9]2[CH:10]=[C:11]3[C:16](=[CH:17][CH:18]=2)[N:15]([CH3:19])[C:14](=[O:20])[CH2:13][CH2:12]3)[CH:6]=[N:7][CH:8]=1.[F:21][C:22]1[CH:23]=[CH:24][C:25](=[O:28])[NH:26][CH:27]=1.C([O-])([O-])=O.[K+].[K+].